From a dataset of Full USPTO retrosynthesis dataset with 1.9M reactions from patents (1976-2016). Predict the reactants needed to synthesize the given product. (1) Given the product [CH2:22]([N:20]([CH3:21])[CH:19]=[N:12][C:11]1[CH:13]=[C:14]([CH3:15])[C:8]([O:1][C:2]2[CH:3]=[CH:4][CH:5]=[CH:6][CH:7]=2)=[CH:9][C:10]=1[CH3:16])[CH3:23], predict the reactants needed to synthesize it. The reactants are: [O:1]([C:8]1[C:14]([CH3:15])=[CH:13][C:11]([NH2:12])=[C:10]([CH3:16])[CH:9]=1)[C:2]1[CH:7]=[CH:6][CH:5]=[CH:4][CH:3]=1.CO[CH:19](OC)[N:20]([CH2:22][CH3:23])[CH3:21]. (2) Given the product [CH3:11][O:4][C:3]1[CH:5]=[CH:6][CH:7]=[CH:8][C:2]=1[C:1]([O:22][CH3:23])=[O:10], predict the reactants needed to synthesize it. The reactants are: [C:1]([OH:10])(=O)[C:2]1[C:3](=[CH:5][CH:6]=[CH:7][CH:8]=1)[OH:4].[C:11](=O)([O-])[O-].[K+].[K+].S([O:22][CH3:23])(OC)(=O)=O.